This data is from Full USPTO retrosynthesis dataset with 1.9M reactions from patents (1976-2016). The task is: Predict the reactants needed to synthesize the given product. (1) Given the product [BrH:9].[Br:9][CH2:7][C:4]1[CH:5]=[CH:6][N:1]=[CH:2][CH:3]=1, predict the reactants needed to synthesize it. The reactants are: [N:1]1[CH:6]=[CH:5][C:4]([CH2:7]O)=[CH:3][CH:2]=1.[BrH:9]. (2) Given the product [Br:3][C:4]1[S:5][CH:6]=[C:7]([C:9]2[CH2:15][CH:14]([C:13]3[C:12]([F:11])=[CH:19][CH:18]=[CH:17][C:16]=3[F:20])[O:2][N:1]=2)[N:8]=1, predict the reactants needed to synthesize it. The reactants are: [NH2:1][OH:2].[Br:3][C:4]1[S:5][CH:6]=[C:7]([CH:9]=O)[N:8]=1.[F:11][C:12]1[CH:19]=[CH:18][CH:17]=[C:16]([F:20])[C:13]=1[CH:14]=[CH2:15].Cl[O-].[Na+]. (3) Given the product [CH2:12]([O:14][C:15]([C:16]1[CH:20]=[C:21]([C:22]2[CH:23]=[CH:24][CH:25]=[CH:26][CH:27]=2)[N:11]([C:3]2[CH:2]=[CH:1][CH:6]=[C:5]([S:7]([OH:10])(=[O:8])=[O:9])[CH:4]=2)[C:17]=1[CH3:18])=[O:29])[CH3:13], predict the reactants needed to synthesize it. The reactants are: [CH:1]1[CH:6]=[C:5]([S:7]([OH:10])(=[O:9])=[O:8])[CH:4]=[C:3]([NH2:11])[CH:2]=1.[CH2:12]([O:14][C:15](=[O:29])[CH:16]([CH2:20][C:21](=O)[C:22]1[CH:27]=[CH:26][CH:25]=[CH:24][CH:23]=1)[C:17](=O)[CH3:18])[CH3:13].[OH-].[Na+].CC1C=CC(S(O)(=O)=O)=CC=1. (4) Given the product [CH2:1]([O:3][C:4]([C:6]1[CH:7]=[N:8][C:9]2[C:10]([C:15]=1[Cl:16])=[CH:11][CH:12]=[N:13][C:14]=2[Cl:34])=[O:5])[CH3:2], predict the reactants needed to synthesize it. The reactants are: [CH2:1]([O:3][C:4]([C:6]1[CH:7]=[N:8][C:9]2[C:14]([C:15]=1[Cl:16])=[N:13][C:12](F)=[CH:11][CH:10]=2)=[O:5])[CH3:2].C(OC(C1C=NC2C(C=1O)=CN=C([Cl:34])C=2)=O)C. (5) Given the product [Cl:12][C:13]1[N:18]=[C:17]([N:6]2[CH2:7][CH2:8][C:4]([CH:1]3[CH2:3][CH2:2]3)([C:10]#[N:11])[C:5]2=[O:9])[CH:16]=[CH:15][N:14]=1, predict the reactants needed to synthesize it. The reactants are: [CH:1]1([C:4]2([C:10]#[N:11])[CH2:8][CH2:7][NH:6][C:5]2=[O:9])[CH2:3][CH2:2]1.[Cl:12][C:13]1[N:18]=[C:17](Cl)[CH:16]=[CH:15][N:14]=1.C(=O)([O-])[O-].[Cs+].[Cs+].